From a dataset of Full USPTO retrosynthesis dataset with 1.9M reactions from patents (1976-2016). Predict the reactants needed to synthesize the given product. (1) Given the product [OH2:4].[C:9]1([CH3:10])[CH:37]=[CH:7][C:6]([S:3]([OH:5])(=[O:88])=[O:36])=[CH:54][CH:49]=1.[OH2:4].[CH3:13][C:9]1[CH:10]=[CH:7][C:6]([S:3]([OH:5])(=[O:88])=[O:36])=[CH:94][CH:93]=1.[Cl:48][C:49]1[CH:50]=[C:51]([NH:64][C:65]2[C:74]3[C:69](=[CH:70][CH:71]=[C:72]([C:75]4[O:12][C:9]([CH2:10][NH:8][CH2:7][CH2:6][S:3]([CH3:2])(=[O:5])=[O:4])=[CH:78][CH:79]=4)[CH:73]=3)[N:68]=[CH:67][N:66]=2)[CH:52]=[CH:53][C:54]=1[O:55][CH2:56][C:57]1[CH:62]=[CH:61][CH:60]=[C:59]([F:63])[CH:58]=1, predict the reactants needed to synthesize it. The reactants are: Cl.[CH3:2][S:3]([CH2:6][CH2:7][NH2:8])(=[O:5])=[O:4].[C:9]([OH:12])(=O)[CH3:10].[CH:13](N(C(C)C)CC)(C)C.C(O[BH-](OC(=O)C)OC(=O)C)(=O)C.[Na+].[OH2:36].[CH3:37]C1C=CC(S(O)(=O)=O)=CC=1.[Cl:48][C:49]1[CH:50]=[C:51]([NH:64][C:65]2[C:74]3[C:69](=[CH:70][CH:71]=[C:72]([C:75]4OC(CNCCS(C)(=O)=O)=[CH:78][CH:79]=4)[CH:73]=3)[N:68]=[CH:67][N:66]=2)[CH:52]=[CH:53][C:54]=1[O:55][CH2:56][C:57]1[CH:62]=[CH:61][CH:60]=[C:59]([F:63])[CH:58]=1.[OH2:88].S([C:93]1C=CC(C)=C[CH:94]=1)(O)(=O)=O.S(C1C=CC(C)=CC=1)(O)(=O)=O.ClC1C=C(NC2C3C(=CC=C(C4OC(CNCCS(C)(=O)=O)=CC=4)C=3)N=CN=2)C=CC=1OCC1C=CC=C(F)C=1. (2) Given the product [C:4]([O:3][C:1](=[O:2])[NH:8][C@H:9]([CH2:10][C:11]1[CH:12]=[CH:13][C:14]([F:17])=[CH:15][CH:16]=1)[C:18]([N:25]1[CH2:26][CH2:27][CH:22]([OH:21])[CH2:23][CH2:24]1)=[O:20])([CH3:5])([CH3:6])[CH3:7], predict the reactants needed to synthesize it. The reactants are: [C:1]([NH:8][C@@H:9]([C:18]([OH:20])=O)[CH2:10][C:11]1[CH:16]=[CH:15][C:14]([F:17])=[CH:13][CH:12]=1)([O:3][C:4]([CH3:7])([CH3:6])[CH3:5])=[O:2].[OH:21][CH:22]1[CH2:27][CH2:26][NH:25][CH2:24][CH2:23]1. (3) Given the product [CH2:1]([O:8][C:9]1[CH:10]=[N:11][C:12]2[C:17]([C:18]=1[CH2:19][OH:20])=[N:16][C:15]([O:22][CH3:23])=[CH:14][CH:13]=2)[C:2]1[CH:3]=[CH:4][CH:5]=[CH:6][CH:7]=1, predict the reactants needed to synthesize it. The reactants are: [CH2:1]([O:8][C:9]1[CH:10]=[N:11][C:12]2[C:17]([C:18]=1[C:19](N)=[O:20])=[N:16][C:15]([O:22][CH3:23])=[CH:14][CH:13]=2)[C:2]1[CH:7]=[CH:6][CH:5]=[CH:4][CH:3]=1.[BH4-].[Na+].C(OCC)(=O)C. (4) Given the product [C@H:33]12[CH2:38][C@H:36]([NH:35][CH2:34]1)[CH2:37][N:32]2[C:29]1[CH:30]=[CH:31][C:26]([C:24]2[N:3]3[N:4]=[C:5]([C:14]4[CH:19]=[CH:18][N:17]=[CH:16][CH:15]=4)[C:6]([C:7]4[CH:8]=[C:9]([OH:13])[CH:10]=[CH:11][CH:12]=4)=[C:2]3[N:1]=[CH:22][CH:23]=2)=[C:27]([CH3:46])[CH:28]=1, predict the reactants needed to synthesize it. The reactants are: [NH2:1][C:2]1[C:6]([C:7]2[CH:8]=[C:9]([OH:13])[CH:10]=[CH:11][CH:12]=2)=[C:5]([C:14]2[CH:19]=[CH:18][N:17]=[CH:16][CH:15]=2)[NH:4][N:3]=1.CN(C)/[CH:22]=[CH:23]/[C:24]([C:26]1[CH:31]=[CH:30][C:29]([N:32]2[CH2:37][C@@H:36]3[CH2:38][C@H:33]2[CH2:34][N:35]3C(OC(C)(C)C)=O)=[CH:28][C:27]=1[CH3:46])=O. (5) Given the product [C:23]([C:22]1[C:12]([N:10]2[CH2:11][CH:8]([C:6]([OH:7])=[O:5])[CH2:9]2)=[N:13][C:14]([O:25][CH2:26][CH:27]([F:28])[F:29])=[C:15]([C:16]([O:18][CH2:19][CH3:20])=[O:17])[CH:21]=1)#[N:24], predict the reactants needed to synthesize it. The reactants are: C([O:5][C:6]([CH:8]1[CH2:11][N:10]([C:12]2[C:22]([C:23]#[N:24])=[CH:21][C:15]([C:16]([O:18][CH2:19][CH3:20])=[O:17])=[C:14]([O:25][CH2:26][CH:27]([F:29])[F:28])[N:13]=2)[CH2:9]1)=[O:7])(C)(C)C. (6) Given the product [Cl:49][C:50]1[CH:51]=[C:52]([CH:55]=[CH:56][C:57]=1[Cl:58])[CH2:53][NH:54][C:13](=[O:15])[CH2:12][CH:4]1[C:5](=[O:11])[O:6][C:7]([CH3:9])([CH3:10])[CH2:8][N:3]1[CH2:1][CH3:2], predict the reactants needed to synthesize it. The reactants are: [CH2:1]([N:3]1[CH2:8][C:7]([CH3:10])([CH3:9])[O:6][C:5](=[O:11])[CH:4]1[CH2:12][C:13]([OH:15])=O)[CH3:2].C(N(C(C)C)CC)(C)C.CN(C(ON1N=NC2C=CC=NC1=2)=[N+](C)C)C.F[P-](F)(F)(F)(F)F.[Cl:49][C:50]1[CH:51]=[C:52]([CH:55]=[CH:56][C:57]=1[Cl:58])[CH2:53][NH2:54].